This data is from Full USPTO retrosynthesis dataset with 1.9M reactions from patents (1976-2016). The task is: Predict the reactants needed to synthesize the given product. (1) Given the product [C:15]([O:14][C:12](=[O:13])[NH:11][CH2:10][CH2:9][CH2:8][C@H:7]([NH:19][C:20]([O:22][C:23]([CH3:26])([CH3:25])[CH3:24])=[O:21])[CH2:6][N:27]=[N+:28]=[N-:29])([CH3:18])([CH3:17])[CH3:16], predict the reactants needed to synthesize it. The reactants are: CS(O[CH2:6][C@@H:7]([NH:19][C:20]([O:22][C:23]([CH3:26])([CH3:25])[CH3:24])=[O:21])[CH2:8][CH2:9][CH2:10][NH:11][C:12]([O:14][C:15]([CH3:18])([CH3:17])[CH3:16])=[O:13])(=O)=O.[N-:27]=[N+:28]=[N-:29].[Na+]. (2) Given the product [CH:1]12[CH2:10][CH:5]3[CH2:6][CH:7]([CH2:9][CH:3]([CH2:4]3)[CH:2]1[NH:11][CH2:19][CH2:12][CH2:13][CH2:14][S:15]([OH:18])(=[O:17])=[O:16])[CH2:8]2, predict the reactants needed to synthesize it. The reactants are: [CH:1]12[CH2:10][CH:5]3[CH2:6][CH:7]([CH2:9][CH:3]([CH2:4]3)[CH:2]1[NH2:11])[CH2:8]2.[CH2:12]1[CH2:19][O:18][S:15](=[O:17])(=[O:16])[CH2:14][CH2:13]1. (3) The reactants are: [CH3:1][O:2][C:3]1[CH:8]=[CH:7][CH:6]=[C:5]([CH3:9])[C:4]=1[N:10]1[CH2:15][CH2:14][N:13]([CH3:16])[CH2:12][CH2:11]1.[N+:17]([O-])([O-:19])=[O:18].[K+].[OH-].[Na+]. Given the product [CH3:1][O:2][C:3]1[C:4]([N:10]2[CH2:15][CH2:14][N:13]([CH3:16])[CH2:12][CH2:11]2)=[C:5]([CH3:9])[C:6]([N+:17]([O-:19])=[O:18])=[CH:7][CH:8]=1, predict the reactants needed to synthesize it. (4) Given the product [CH3:14][C:15]1[CH:22]=[C:21]([CH:20]=[C:17]([CH3:18])[CH:16]=1)[CH2:23][CH:4]([C:3](=[O:9])[CH2:2][CH3:1])[C:5](=[O:8])[CH2:6][CH3:7], predict the reactants needed to synthesize it. The reactants are: [CH3:1][CH2:2][C:3](=[O:9])[CH2:4][C:5](=[O:8])[CH2:6][CH3:7].[H-].[Na+].[I-].[Na+].[CH3:14][C:15]1[CH:16]=[C:17]([CH:20]=[C:21]([CH3:23])[CH:22]=1)[CH2:18]Br. (5) Given the product [C:1]([O:5][C:6](=[O:16])[NH:7][CH2:8][CH:9]([N:42]1[C:43](=[O:45])[C:31]2[C:30](=[CH:35][CH:34]=[CH:33][CH:32]=2)[C:50]1=[O:51])[C:10]1[CH:14]=[CH:13][S:12][CH:11]=1)([CH3:4])([CH3:3])[CH3:2], predict the reactants needed to synthesize it. The reactants are: [C:1]([O:5][C:6](=[O:16])[NH:7][CH2:8][CH:9](O)[C:10]1[CH:14]=[CH:13][S:12][CH:11]=1)([CH3:4])([CH3:3])[CH3:2].[CH:30]1[CH:35]=[CH:34][C:33](P([C:30]2[CH:35]=[CH:34][CH:33]=[CH:32][CH:31]=2)[C:30]2[CH:35]=[CH:34][CH:33]=[CH:32][CH:31]=2)=[CH:32][CH:31]=1.CCOC(/N=[N:42]/[C:43]([O:45]CC)=O)=O.C1C[O:51][CH2:50]C1. (6) Given the product [C:29]([OH:34])(=[O:33])[C@H:30]([CH3:32])[OH:31].[CH:1]1([NH:4][C:5]([NH:7][C:8]2[C:9]([C:13]3[NH:17][C:16]4[CH:18]=[CH:19][C:20]([CH2:22][N:23]5[CH2:24][CH2:25][O:26][CH2:27][CH2:28]5)=[CH:21][C:15]=4[N:14]=3)=[N:10][NH:11][CH:12]=2)=[O:6])[CH2:3][CH2:2]1, predict the reactants needed to synthesize it. The reactants are: [CH:1]1([NH:4][C:5]([NH:7][C:8]2[C:9]([C:13]3[NH:17][C:16]4[CH:18]=[CH:19][C:20]([CH2:22][N:23]5[CH2:28][CH2:27][O:26][CH2:25][CH2:24]5)=[CH:21][C:15]=4[N:14]=3)=[N:10][NH:11][CH:12]=2)=[O:6])[CH2:3][CH2:2]1.[C:29]([OH:34])(=[O:33])[C@H:30]([CH3:32])[OH:31].C1(C)C=CC=CC=1.CCOCC. (7) The reactants are: [Cl:1][C:2]1[C:7]([N:8]2[CH2:12][CH2:11][CH2:10][CH2:9]2)=[CH:6][CH:5]=[CH:4][C:3]=1[C:13]1[O:14][C:15]2[C:20]([C:21](=[O:23])[CH:22]=1)=[C:19]([OH:24])[CH:18]=[C:17]([OH:25])[C:16]=2[C@@H:26]1[CH2:30][CH2:29][N:28]([CH3:31])[C@H:27]1[CH2:32][OH:33].Cl. Given the product [ClH:1].[Cl:1][C:2]1[C:7]([N:8]2[CH2:9][CH2:10][CH2:11][CH2:12]2)=[CH:6][CH:5]=[CH:4][C:3]=1[C:13]1[O:14][C:15]2[C:20]([C:21](=[O:23])[CH:22]=1)=[C:19]([OH:24])[CH:18]=[C:17]([OH:25])[C:16]=2[C@@H:26]1[CH2:30][CH2:29][N:28]([CH3:31])[C@H:27]1[CH2:32][OH:33], predict the reactants needed to synthesize it. (8) Given the product [O:26]1[CH2:27][CH2:28][N:1]([C:2]2[CH:11]=[C:10]3[C:5]([C:6]([Br:16])=[N:7][N:8]([CH:13]([CH3:14])[CH3:15])[C:9]3=[O:12])=[CH:4][CH:3]=2)[CH2:24][CH2:25]1, predict the reactants needed to synthesize it. The reactants are: [NH2:1][C:2]1[CH:11]=[C:10]2[C:5]([C:6]([Br:16])=[N:7][N:8]([CH:13]([CH3:15])[CH3:14])[C:9]2=[O:12])=[CH:4][CH:3]=1.C(=O)([O-])[O-].[K+].[K+].Cl[CH2:24][CH2:25][O:26][CH2:27][CH2:28]Cl.